From a dataset of Full USPTO retrosynthesis dataset with 1.9M reactions from patents (1976-2016). Predict the reactants needed to synthesize the given product. (1) The reactants are: FC(F)(F)C(O)=O.[Cl:8][C:9]1[C:10]([F:37])=[C:11]([CH:15]2[C:19]([C:22]3[CH:27]=[CH:26][C:25]([Cl:28])=[CH:24][CH:23]=3)([C:20]#[N:21])[CH:18]([CH2:29][C:30]([CH3:33])([CH3:32])[CH3:31])[NH:17][CH:16]2[C:34]([OH:36])=O)[CH:12]=[CH:13][CH:14]=1.[NH2:38][CH2:39][CH2:40][C@@H:41]([CH3:44])[CH2:42][OH:43].CN(C(ON1N=NC2C=CC=NC1=2)=[N+](C)C)C.F[P-](F)(F)(F)(F)F.CCN(C(C)C)C(C)C. Given the product [OH:43][CH2:42][C@H:41]([CH3:44])[CH2:40][CH2:39][NH:38][C:34]([CH:16]1[CH:15]([C:11]2[CH:12]=[CH:13][CH:14]=[C:9]([Cl:8])[C:10]=2[F:37])[C:19]([C:22]2[CH:27]=[CH:26][C:25]([Cl:28])=[CH:24][CH:23]=2)([C:20]#[N:21])[CH:18]([CH2:29][C:30]([CH3:31])([CH3:32])[CH3:33])[NH:17]1)=[O:36], predict the reactants needed to synthesize it. (2) Given the product [Cl:1][C:2]1[C:7]([CH:8]([OH:10])[CH3:9])=[C:6]([C:11]2[CH:20]=[C:19]3[C:14](=[N:13][CH:12]=2)[N:15]([C:22]([NH2:21])=[O:23])[CH2:16][CH2:17][CH2:18]3)[CH:5]=[N:4][CH:3]=1, predict the reactants needed to synthesize it. The reactants are: [Cl:1][C:2]1[CH:3]=[N:4][CH:5]=[C:6]([C:11]2[CH:12]=[N:13][C:14]3[NH:15][CH2:16][CH2:17][CH2:18][C:19]=3[CH:20]=2)[C:7]=1[CH:8]([OH:10])[CH3:9].[NH2:21][C:22](N)=[O:23].CO.C(=O)=O.